From a dataset of Forward reaction prediction with 1.9M reactions from USPTO patents (1976-2016). Predict the product of the given reaction. (1) Given the reactants [F:1][C:2]([F:19])([F:18])[C:3]1[CH:8]=[CH:7][C:6]([C:9]2[S:10][CH:11]=[C:12]([C:15]([CH3:17])=O)[C:13]=2[OH:14])=[CH:5][CH:4]=1.[CH3:20][N:21]([CH2:33][C:34]1[CH:39]=[CH:38][CH:37]=[CH:36][N:35]=1)[C:22]([C:24]1[S:25][C:26]([C:29]([NH:31][NH2:32])=[O:30])=[CH:27][CH:28]=1)=[O:23], predict the reaction product. The product is: [CH3:20][N:21]([CH2:33][C:34]1[CH:39]=[CH:38][CH:37]=[CH:36][N:35]=1)[C:22]([C:24]1[S:25][C:26]([C:29]([NH:31][N:32]=[C:15]([C:12]2[C:13]([OH:14])=[C:9]([C:6]3[CH:7]=[CH:8][C:3]([C:2]([F:19])([F:18])[F:1])=[CH:4][CH:5]=3)[S:10][CH:11]=2)[CH3:17])=[O:30])=[CH:27][CH:28]=1)=[O:23]. (2) Given the reactants [CH2:1]([O:4][N:5]1[C:11](=[O:12])[N:10]2[CH2:13][C@H:6]1[C:7]([C:23]([NH2:25])=[O:24])=[CH:8][C@H:9]2[CH2:14][O:15][Si](C(C)(C)C)(C)C)[CH:2]=[CH2:3].[F-].C([N+](CCCC)(CCCC)CCCC)CCC, predict the reaction product. The product is: [CH2:1]([O:4][N:5]1[C:11](=[O:12])[N:10]2[CH2:13][C@H:6]1[C:7]([C:23]([NH2:25])=[O:24])=[CH:8][C@H:9]2[CH2:14][OH:15])[CH:2]=[CH2:3].